Dataset: Full USPTO retrosynthesis dataset with 1.9M reactions from patents (1976-2016). Task: Predict the reactants needed to synthesize the given product. Given the product [F:25][C:26]([F:35])([F:36])[C:27]1[CH:34]=[CH:33][C:30]([CH2:31][N:15]2[C:14](=[O:17])[N:12]3[N:13]=[C:8]([C:3]4[CH:4]=[CH:5][CH:6]=[CH:7][C:2]=4[Cl:1])[C:9]([C:18]4[CH:19]=[CH:20][C:21]([Cl:24])=[CH:22][CH:23]=4)=[CH:10][C:11]3=[N:16]2)=[CH:29][CH:28]=1, predict the reactants needed to synthesize it. The reactants are: [Cl:1][C:2]1[CH:7]=[CH:6][CH:5]=[CH:4][C:3]=1[C:8]1[C:9]([C:18]2[CH:23]=[CH:22][C:21]([Cl:24])=[CH:20][CH:19]=2)=[CH:10][C:11]2[N:12]([C:14](=[O:17])[NH:15][N:16]=2)[N:13]=1.[F:25][C:26]([F:36])([F:35])[C:27]1[CH:34]=[CH:33][C:30]([CH2:31]Br)=[CH:29][CH:28]=1.C([O-])([O-])=O.[K+].[K+].